This data is from Peptide-MHC class I binding affinity with 185,985 pairs from IEDB/IMGT. The task is: Regression. Given a peptide amino acid sequence and an MHC pseudo amino acid sequence, predict their binding affinity value. This is MHC class I binding data. (1) The peptide sequence is RPKQAWCWF. The MHC is Mamu-B52 with pseudo-sequence Mamu-B52. The binding affinity (normalized) is 0.246. (2) The peptide sequence is RARIKTRLF. The MHC is HLA-B15:09 with pseudo-sequence HLA-B15:09. The binding affinity (normalized) is 0.0847.